The task is: Predict which catalyst facilitates the given reaction.. This data is from Catalyst prediction with 721,799 reactions and 888 catalyst types from USPTO. (1) Reactant: [H-].[Na+].CN(C)C=O.[CH3:8][C:9]1[O:13][N:12]=[C:11]([NH:14][S:15]([C:18]2[CH:22]=[C:21]([CH3:23])[S:20][C:19]=2[Br:24])(=[O:17])=[O:16])[CH:10]=1.[CH2:25]([O:27][CH2:28]Cl)[CH3:26]. Product: [CH2:25]([O:27][CH2:28][N:14]([C:11]1[CH:10]=[C:9]([CH3:8])[O:13][N:12]=1)[S:15]([C:18]1[CH:22]=[C:21]([CH3:23])[S:20][C:19]=1[Br:24])(=[O:16])=[O:17])[CH3:26]. The catalyst class is: 13. (2) Reactant: FC(F)(F)C(O)=O.C(OC([N:15]1[CH2:20][C:19](=[O:21])[N:18]([C:22]2[CH:27]=[CH:26][CH:25]=[C:24]([F:28])[C:23]=2[CH3:29])[CH2:17][C:16]1([CH3:31])[CH3:30])=O)(C)(C)C. Product: [CH3:30][C:16]1([CH3:31])[CH2:17][N:18]([C:22]2[CH:27]=[CH:26][CH:25]=[C:24]([F:28])[C:23]=2[CH3:29])[C:19](=[O:21])[CH2:20][NH:15]1. The catalyst class is: 2. (3) Reactant: [NH2:1][C:2]1[C:28]([CH3:29])=[C:27]([CH3:30])[C:5]([O:6][CH2:7][C:8]([N:10]([CH:12]2[CH2:17][CH2:16][N:15]([CH2:18][C:19]3[CH:24]=[CH:23][C:22]([C:25]#[N:26])=[CH:21][CH:20]=3)[CH2:14][CH2:13]2)[CH3:11])=[O:9])=[C:4]([CH3:31])[C:3]=1[CH3:32].OO.[OH-].[Na+].C(=O)([O-])[OH:38].[Na+]. Product: [NH2:1][C:2]1[C:3]([CH3:32])=[C:4]([CH3:31])[C:5]([O:6][CH2:7][C:8]([N:10]([CH3:11])[CH:12]2[CH2:13][CH2:14][N:15]([CH2:18][C:19]3[CH:20]=[CH:21][C:22]([C:25]([NH2:26])=[O:38])=[CH:23][CH:24]=3)[CH2:16][CH2:17]2)=[O:9])=[C:27]([CH3:30])[C:28]=1[CH3:29]. The catalyst class is: 5.